From a dataset of Catalyst prediction with 721,799 reactions and 888 catalyst types from USPTO. Predict which catalyst facilitates the given reaction. (1) Reactant: C(OC([N:8]1[CH2:13][CH2:12][N:11]([C:14]2[CH:19]=[CH:18][C:17]([C:20](=[O:32])[NH:21][C:22]3[CH:27]=[CH:26][C:25]([C:28]([CH3:31])([CH3:30])[CH3:29])=[CH:24][CH:23]=3)=[CH:16][N:15]=2)[CH2:10][CH2:9]1)=O)(C)(C)C. Product: [C:28]([C:25]1[CH:24]=[CH:23][C:22]([NH:21][C:20](=[O:32])[C:17]2[CH:18]=[CH:19][C:14]([N:11]3[CH2:12][CH2:13][NH:8][CH2:9][CH2:10]3)=[N:15][CH:16]=2)=[CH:27][CH:26]=1)([CH3:31])([CH3:29])[CH3:30]. The catalyst class is: 137. (2) Reactant: Br[C:2]1[CH:3]=[CH:4][C:5]2[N:6]([C:15]3[CH:27]=[CH:26][C:25]4[C:24]5[C:19](=[CH:20][CH:21]=[CH:22][CH:23]=5)[C:18]([CH3:29])([CH3:28])[C:17]=4[CH:16]=3)[C:7]3[C:12]([C:13]=2[CH:14]=1)=[CH:11][CH:10]=[CH:9][CH:8]=3.[Li]CCCC.[B:35](OC)([O:38]C)[O:36]C. Product: [CH3:29][C:18]1([CH3:28])[C:17]2[CH:16]=[C:15]([N:6]3[C:5]4[CH:4]=[CH:3][C:2]([B:35]([OH:38])[OH:36])=[CH:14][C:13]=4[C:12]4[C:7]3=[CH:8][CH:9]=[CH:10][CH:11]=4)[CH:27]=[CH:26][C:25]=2[C:24]2[C:19]1=[CH:20][CH:21]=[CH:22][CH:23]=2. The catalyst class is: 1. (3) Reactant: Cl[C:2]1[CH:7]=[C:6]([C:8]2[CH:13]=[CH:12][CH:11]=[C:10]([F:14])[C:9]=2[F:15])[N:5]=[CH:4][N:3]=1.[CH2:16]([OH:21])[C:17]#[C:18][CH2:19][CH3:20].[H-].[Na+].O. Product: [F:15][C:9]1[C:10]([F:14])=[CH:11][CH:12]=[CH:13][C:8]=1[C:6]1[CH:7]=[C:2]([O:21][CH2:16][C:17]#[C:18][CH2:19][CH3:20])[N:3]=[CH:4][N:5]=1. The catalyst class is: 9. (4) Reactant: CO[C:3](=[O:17])[C:4]1[C:9]([C:10]([F:13])([F:12])[F:11])=[CH:8][C:7]([Cl:14])=[CH:6][C:5]=1[CH2:15]Br.[CH2:18]([C:20]1[CH:27]=[CH:26][C:23]([CH2:24][NH2:25])=[CH:22][CH:21]=1)[CH3:19].C([O-])([O-])=O.[K+].[K+].C(OCC)(=O)C. Product: [Cl:14][C:7]1[CH:6]=[C:5]2[C:4](=[C:9]([C:10]([F:11])([F:12])[F:13])[CH:8]=1)[C:3](=[O:17])[N:25]([CH2:24][C:23]1[CH:26]=[CH:27][C:20]([CH2:18][CH3:19])=[CH:21][CH:22]=1)[CH2:15]2. The catalyst class is: 345. (5) Product: [NH2:1][C:2]1[CH:3]=[C:4]([C:5]([N:19]2[CH2:20][CH2:25][CH2:24][CH2:23]2)=[O:7])[CH:8]=[CH:9][CH:10]=1. Reactant: [NH2:1][C:2]1[CH:3]=[C:4]([CH:8]=[CH:9][CH:10]=1)[C:5]([OH:7])=O.CN(C(O[N:19]1N=NC2C=[CH:23][CH:24]=[CH:25][C:20]1=2)=[N+](C)C)C.F[P-](F)(F)(F)(F)F.CCN(C(C)C)C(C)C.N1CCCC1. The catalyst class is: 3. (6) Reactant: [CH:1]([C:4]1[CH:9]=[CH:8][C:7]([C:10]2[N:14]([CH2:15][CH2:16][O:17][CH3:18])[C:13]3[C:19]([O:29][CH3:30])=[CH:20][CH:21]=[C:22]([C:23]#[C:24][Si](C)(C)C)[C:12]=3[N:11]=2)=[CH:6][CH:5]=1)([CH3:3])[CH3:2].[OH-].[Na+]. Product: [C:23]([C:22]1[C:12]2[N:11]=[C:10]([C:7]3[CH:8]=[CH:9][C:4]([CH:1]([CH3:3])[CH3:2])=[CH:5][CH:6]=3)[N:14]([CH2:15][CH2:16][O:17][CH3:18])[C:13]=2[C:19]([O:29][CH3:30])=[CH:20][CH:21]=1)#[CH:24]. The catalyst class is: 36. (7) Product: [CH3:23][S:24]([C:27]1[CH:32]=[CH:31][C:30]([C:2]2[CH:3]=[CH:4][C:5]([O:8][CH2:9][CH:10]3[CH2:15][CH2:14][N:13]([C:16]([O:18][C:19]([CH3:22])([CH3:21])[CH3:20])=[O:17])[CH2:12][CH2:11]3)=[N:6][CH:7]=2)=[CH:29][CH:28]=1)(=[O:26])=[O:25]. The catalyst class is: 38. Reactant: Br[C:2]1[CH:3]=[CH:4][C:5]([O:8][CH2:9][CH:10]2[CH2:15][CH2:14][N:13]([C:16]([O:18][C:19]([CH3:22])([CH3:21])[CH3:20])=[O:17])[CH2:12][CH2:11]2)=[N:6][CH:7]=1.[CH3:23][S:24]([C:27]1[CH:32]=[CH:31][C:30](B(O)O)=[CH:29][CH:28]=1)(=[O:26])=[O:25].C([O-])([O-])=O.[Cs+].[Cs+]. (8) Reactant: Cl.[F:2][C:3]1[CH:8]=[C:7]([S:9]([CH3:12])(=[O:11])=[O:10])[C:6]([F:13])=[CH:5][C:4]=1[NH:14][C@H:15]1[CH2:20][CH2:19][CH2:18][N:17]([CH:21]2[CH2:26][CH2:25][NH:24][CH2:23][CH2:22]2)[C:16]1=[O:27].Cl[C:29]1[N:34]=[CH:33][C:32]([C:35](=[O:37])[CH3:36])=[CH:31][CH:30]=1.CCN(C(C)C)C(C)C. Product: [C:35]([C:32]1[CH:31]=[CH:30][C:29]([N:24]2[CH2:23][CH2:22][CH:21]([N:17]3[CH2:18][CH2:19][CH2:20][C@H:15]([NH:14][C:4]4[CH:5]=[C:6]([F:13])[C:7]([S:9]([CH3:12])(=[O:11])=[O:10])=[CH:8][C:3]=4[F:2])[C:16]3=[O:27])[CH2:26][CH2:25]2)=[N:34][CH:33]=1)(=[O:37])[CH3:36]. The catalyst class is: 3. (9) Reactant: CC([O-])=O.[Na+].[CH3:6][O:7][C:8]1[CH:9]=[C:10]2[C:14](=[CH:15][CH:16]=1)[NH:13][CH:12]=[C:11]2[CH:17]=O.Cl.[NH2:20]O.C(OC(=O)C)(=O)C. Product: [CH3:6][O:7][C:8]1[CH:9]=[C:10]2[C:14](=[CH:15][CH:16]=1)[NH:13][CH:12]=[C:11]2[C:17]#[N:20]. The catalyst class is: 52. (10) Reactant: [F:1][C:2]1[CH:9]=[C:8]([OH:10])[C:7]([O:11][CH3:12])=[CH:6][C:3]=1[CH:4]=[O:5].C1(P(C2C=CC=CC=2)C2C=CC=CC=2)C=CC=CC=1.[CH2:32]([N:34]([CH2:39][CH3:40])[CH2:35][CH2:36][CH2:37]O)[CH3:33].N(C(OCC)=O)=NC(OCC)=O. Product: [CH2:32]([N:34]([CH2:39][CH3:40])[CH2:35][CH2:36][CH2:37][O:10][C:8]1[C:7]([O:11][CH3:12])=[CH:6][C:3]([CH:4]=[O:5])=[C:2]([F:1])[CH:9]=1)[CH3:33]. The catalyst class is: 30.